Dataset: Full USPTO retrosynthesis dataset with 1.9M reactions from patents (1976-2016). Task: Predict the reactants needed to synthesize the given product. Given the product [CH3:28][C:24]1([CH3:27])[CH2:25][CH2:26][CH:21]([N:13]([C:14]([CH:16]2[CH2:20][CH2:19][CH2:18][O:17]2)=[O:15])[C@@H:11]2[CH2:12][NH:8][C@H:9]([C:29]([NH:31][CH2:32][CH3:33])=[O:30])[CH2:10]2)[CH2:22][CH2:23]1, predict the reactants needed to synthesize it. The reactants are: C([N:8]1[CH2:12][C@@H:11]([N:13]([CH:21]2[CH2:26][CH2:25][C:24]([CH3:28])([CH3:27])[CH2:23][CH2:22]2)[C:14]([C@@H:16]2[CH2:20][CH2:19][CH2:18][O:17]2)=[O:15])[CH2:10][C@H:9]1[C:29]([NH:31][CH2:32][CH3:33])=[O:30])(OC(C)(C)C)=O.